Dataset: Full USPTO retrosynthesis dataset with 1.9M reactions from patents (1976-2016). Task: Predict the reactants needed to synthesize the given product. (1) Given the product [C:1]([C:3]1[CH:4]=[C:5]([C@@H:18]2[NH:22][C@H:21]([C:23]([NH2:27])=[O:25])[CH2:20][CH2:19]2)[CH:6]=[CH:7][C:8]=1[O:9][CH2:10][C:11]1[CH:16]=[CH:15][CH:14]=[CH:13][C:12]=1[F:17])#[N:2], predict the reactants needed to synthesize it. The reactants are: [C:1]([C:3]1[CH:4]=[C:5]([C@@H:18]2[NH:22][C@H:21]([C:23]([O:25]C)=O)[CH2:20][CH2:19]2)[CH:6]=[CH:7][C:8]=1[O:9][CH2:10][C:11]1[CH:16]=[CH:15][CH:14]=[CH:13][C:12]=1[F:17])#[N:2].[NH3:27].CO. (2) Given the product [CH2:35]([Sn:30]([CH2:26][CH2:27][CH2:28][CH3:29])([CH2:31][CH2:32][CH2:33][CH3:34])[C:5]1[S:6][CH:7]=[CH:8][C:9]=1[CH2:10][CH:11]([CH2:20][CH2:21][CH2:22][CH2:23][CH2:24][CH3:25])[CH2:12][CH2:13][CH2:14][CH2:15][CH2:16][CH2:17][CH2:18][CH3:19])[CH2:36][CH2:37][CH3:38], predict the reactants needed to synthesize it. The reactants are: [Mg].II.Br[C:5]1[S:6][CH:7]=[CH:8][C:9]=1[CH2:10][CH:11]([CH2:20][CH2:21][CH2:22][CH2:23][CH2:24][CH3:25])[CH2:12][CH2:13][CH2:14][CH2:15][CH2:16][CH2:17][CH2:18][CH3:19].[CH2:26]([Sn:30](Cl)([CH2:35][CH2:36][CH2:37][CH3:38])[CH2:31][CH2:32][CH2:33][CH3:34])[CH2:27][CH2:28][CH3:29]. (3) Given the product [CH2:1]([N:8]1[C:16]2[C:15](=[O:17])[NH:14][C:13](=[O:18])[N:12]([CH2:19][O:20][CH2:21][CH2:22][Si:23]([CH3:26])([CH3:25])[CH3:24])[C:11]=2[N:10]=[C:9]1[Cl:34])[C:2]1[CH:7]=[CH:6][CH:5]=[CH:4][CH:3]=1, predict the reactants needed to synthesize it. The reactants are: [CH2:1]([N:8]1[C:16]2[C:15](=[O:17])[NH:14][C:13](=[O:18])[N:12]([CH2:19][O:20][CH2:21][CH2:22][Si:23]([CH3:26])([CH3:25])[CH3:24])[C:11]=2[N:10]=[CH:9]1)[C:2]1[CH:7]=[CH:6][CH:5]=[CH:4][CH:3]=1.C1C(=O)N([Cl:34])C(=O)C1. (4) Given the product [N:59]([CH:33]1[CH2:42][CH2:41][CH2:40][C:39]2[C:34]1([CH3:44])[CH2:35][CH2:36][C:37](=[O:43])[CH:38]=2)=[N+:60]=[N-:61], predict the reactants needed to synthesize it. The reactants are: C1(P(C2C=CC=CC=2)C2C=CC=CC=2)C=CC=CC=1.N(C(OCC)=O)=NC(OCC)=O.O[CH:33]1[CH2:42][CH2:41][CH2:40][C:39]2[C:34]1([CH3:44])[CH2:35][CH2:36][C:37](=[O:43])[CH:38]=2.C1(P([N:59]=[N+:60]=[N-:61])(C2C=CC=CC=2)=O)C=CC=CC=1. (5) Given the product [CH3:7][N:8]=[C:9]([N:11]1[CH2:15][CH2:14][CH2:13][C@@H:12]1[C:16]1[CH:20]=[C:19]([C:21]2[CH:26]=[CH:25][CH:24]=[CH:23][CH:22]=2)[O:18][N:17]=1)[S:10][CH3:1], predict the reactants needed to synthesize it. The reactants are: [CH3:1]C(C)([O-])C.[Na+].[CH3:7][NH:8][C:9]([N:11]1[CH2:15][CH2:14][CH2:13][C@@H:12]1[C:16]1[CH:20]=[C:19]([C:21]2[CH:26]=[CH:25][CH:24]=[CH:23][CH:22]=2)[O:18][N:17]=1)=[S:10].CI. (6) The reactants are: [Cl:1][C:2]1[CH:3]=[C:4]([CH:33]=[C:34]([C:36]([F:39])([F:38])[F:37])[CH:35]=1)[C:5]([N:7]([CH2:9][C@H:10]([C:26]1[CH:31]=[CH:30][C:29]([F:32])=[CH:28][CH:27]=1)[CH2:11][CH2:12][N:13]1[CH2:16][CH:15]([N:17]2[CH2:22][CH2:21][N:20]([C:23](=[O:25])[CH3:24])[CH2:19][CH2:18]2)[CH2:14]1)[CH3:8])=[O:6].[CH2:40](N(CC)CC)C.N1CC(N2CCN3C(=O)CC[C@@H]3C2)C1.O. Given the product [Cl:1][C:2]1[CH:3]=[C:4]([CH:33]=[C:34]([C:36]([F:37])([F:38])[F:39])[CH:35]=1)[C:5]([N:7]([CH2:9][C@H:10]([C:26]1[CH:31]=[CH:30][C:29]([F:32])=[CH:28][CH:27]=1)[CH2:11][CH2:12][N:13]1[CH2:16][CH:15]([N:17]2[CH2:18][CH2:19][N:20]3[C:23](=[O:25])[CH2:24][CH2:40][C@@H:21]3[CH2:22]2)[CH2:14]1)[CH3:8])=[O:6], predict the reactants needed to synthesize it. (7) Given the product [Cl:45][C:46]1[CH:53]=[CH:52][CH:51]=[CH:50][C:47]=1[C@@H:48]([C:1]1[CH:6]=[CH:5][CH:4]=[CH:3][CH:2]=1)[OH:49], predict the reactants needed to synthesize it. The reactants are: [C:1]1(B(O)O)[CH:6]=[CH:5][CH:4]=[CH:3][CH:2]=1.[Zn](C)C.CN([C@@H](C1C2C(=CC=CC=2)C=CC=1)C1C2C(=CC=CC=2)C=CC=1O)[C@H](C1C=CC=CC=1)C.[Cl:45][C:46]1[CH:53]=[CH:52][CH:51]=[CH:50][C:47]=1[CH:48]=[O:49].